From a dataset of NCI-60 drug combinations with 297,098 pairs across 59 cell lines. Regression. Given two drug SMILES strings and cell line genomic features, predict the synergy score measuring deviation from expected non-interaction effect. (1) Drug 2: CS(=O)(=O)CCNCC1=CC=C(O1)C2=CC3=C(C=C2)N=CN=C3NC4=CC(=C(C=C4)OCC5=CC(=CC=C5)F)Cl. Synergy scores: CSS=21.0, Synergy_ZIP=-1.77, Synergy_Bliss=2.00, Synergy_Loewe=-1.18, Synergy_HSA=-0.865. Drug 1: C1C(C(OC1N2C=C(C(=O)NC2=O)F)CO)O. Cell line: HCT-15. (2) Drug 1: CN(C)N=NC1=C(NC=N1)C(=O)N. Drug 2: CC1C(C(CC(O1)OC2CC(OC(C2O)C)OC3=CC4=CC5=C(C(=O)C(C(C5)C(C(=O)C(C(C)O)O)OC)OC6CC(C(C(O6)C)O)OC7CC(C(C(O7)C)O)OC8CC(C(C(O8)C)O)(C)O)C(=C4C(=C3C)O)O)O)O. Cell line: MDA-MB-435. Synergy scores: CSS=-5.73, Synergy_ZIP=2.27, Synergy_Bliss=-0.860, Synergy_Loewe=-107, Synergy_HSA=-5.59. (3) Drug 1: CNC(=O)C1=CC=CC=C1SC2=CC3=C(C=C2)C(=NN3)C=CC4=CC=CC=N4. Drug 2: CCC1=C2CN3C(=CC4=C(C3=O)COC(=O)C4(CC)O)C2=NC5=C1C=C(C=C5)O. Cell line: MDA-MB-435. Synergy scores: CSS=13.3, Synergy_ZIP=-1.52, Synergy_Bliss=1.77, Synergy_Loewe=-15.6, Synergy_HSA=-2.20.